This data is from Full USPTO retrosynthesis dataset with 1.9M reactions from patents (1976-2016). The task is: Predict the reactants needed to synthesize the given product. (1) Given the product [CH:1]1([O:6][C:7](=[O:32])[NH:8][C:9]2[CH:10]=[C:11]3[C:15](=[CH:16][CH:17]=2)[N:14]([CH3:18])[CH:13]=[C:12]3[CH2:19][C:20]2[CH:25]=[CH:24][C:23]([C:26]([OH:28])=[O:27])=[CH:22][C:21]=2[O:30][CH3:31])[CH2:5][CH2:4][CH2:3][CH2:2]1, predict the reactants needed to synthesize it. The reactants are: [CH:1]1([O:6][C:7](=[O:32])[NH:8][C:9]2[CH:10]=[C:11]3[C:15](=[CH:16][CH:17]=2)[N:14]([CH3:18])[CH:13]=[C:12]3[CH2:19][C:20]2[CH:25]=[CH:24][C:23]([C:26]([O:28]C)=[O:27])=[CH:22][C:21]=2[O:30][CH3:31])[CH2:5][CH2:4][CH2:3][CH2:2]1.CO.O.[OH-].[Li+].Cl. (2) Given the product [NH2:23][C:16]1[C:15]2[N:14]=[C:13]([CH3:24])[N:12]([CH2:11][CH2:10][CH2:9][NH:8][C:25](=[O:29])[CH:26]([CH3:28])[CH3:27])[C:20]=2[C:19]([CH3:21])=[C:18]([CH3:22])[N:17]=1, predict the reactants needed to synthesize it. The reactants are: C(N(CC)CC)C.[NH2:8][CH2:9][CH2:10][CH2:11][N:12]1[C:20]2[C:19]([CH3:21])=[C:18]([CH3:22])[N:17]=[C:16]([NH2:23])[C:15]=2[N:14]=[C:13]1[CH3:24].[C:25](Cl)(=[O:29])[CH:26]([CH3:28])[CH3:27]. (3) The reactants are: [CH3:1][C:2]1[O:6][N:5]=[C:4]([NH:7][S:8]([C:11]2[CH:12]=[CH:13][C:14]([NH2:17])=[CH:15][CH:16]=2)(=[O:10])=[O:9])[CH:3]=1.[N+:18]([O-:21])([OH:20])=[O:19]. Given the product [CH3:1][C:2]1[O:6][N:5]=[C:4]([NH:7][S:8]([C:11]2[CH:16]=[CH:15][C:14]([NH2:17])=[CH:13][CH:12]=2)(=[O:10])=[O:9])[CH:3]=1.[N+:18]([O-:21])([O-:20])=[O:19], predict the reactants needed to synthesize it. (4) Given the product [NH2:28][CH2:27][CH2:26][NH:25][C:23]1[N:24]=[C:19]([C:13]2([OH:18])[CH2:14][CH:15]3[N:10]([CH:9]([C:36]4[CH:41]=[CH:40][CH:39]=[CH:38][C:37]=4[Cl:42])[C:4]4[CH:5]=[CH:6][CH:7]=[CH:8][C:3]=4[Cl:2])[CH:11]([CH2:17][CH2:16]3)[CH2:12]2)[CH:20]=[CH:21][CH:22]=1, predict the reactants needed to synthesize it. The reactants are: Cl.[Cl:2][C:3]1[CH:8]=[CH:7][CH:6]=[CH:5][C:4]=1[CH:9]([C:36]1[CH:41]=[CH:40][CH:39]=[CH:38][C:37]=1[Cl:42])[N:10]1[CH:15]2[CH2:16][CH2:17][CH:11]1[CH2:12][C:13]([C:19]1[N:24]=[C:23]([NH:25][CH2:26][CH2:27][NH:28]C(=O)OC(C)(C)C)[CH:22]=[CH:21][CH:20]=1)([OH:18])[CH2:14]2. (5) Given the product [CH2:54]([O:56][C:57]([C:58]1[CH:63]=[CH:62][C:61]2[N:64]([CH:65]3[CH2:66][CH2:67][CH2:68][CH2:69][CH2:70]3)[C:12]([C:9]3[CH:10]=[C:11]4[C:6](=[CH:7][CH:8]=3)[NH:5][C:4]([C:15]3[CH:16]=[CH:17][CH:18]=[CH:19][CH:20]=3)=[CH:3][C:2]4=[O:1])=[N:71][C:60]=2[CH:59]=1)=[O:72])[CH3:55], predict the reactants needed to synthesize it. The reactants are: [O:1]=[C:2]1[C:11]2[C:6](=[CH:7][CH:8]=[C:9]([C:12](O)=O)[CH:10]=2)[NH:5][C:4]([C:15]2[CH:20]=[CH:19][CH:18]=[CH:17][CH:16]=2)=[CH:3]1.CN(C(ON1N=NC2C=CC=NC1=2)=[N+](C)C)C.F[P-](F)(F)(F)(F)F.C(N(C(C)C)CC)(C)C.[CH2:54]([O:56][C:57](=[O:72])[C:58]1[CH:63]=[CH:62][C:61]([NH:64][CH:65]2[CH2:70][CH2:69][CH2:68][CH2:67][CH2:66]2)=[C:60]([NH2:71])[CH:59]=1)[CH3:55]. (6) The reactants are: [Cl:1][S:2]([C:5]1[CH:6]=[C:7]([CH:11]=[C:12]([S:14]([Cl:17])(=[O:16])=[O:15])[CH:13]=1)[C:8](Cl)=[O:9])(=[O:4])=[O:3].[CH3:18][OH:19]. Given the product [Cl:1][S:2]([C:5]1[CH:6]=[C:7]([CH:11]=[C:12]([S:14]([Cl:17])(=[O:16])=[O:15])[CH:13]=1)[C:8]([O:19][CH3:18])=[O:9])(=[O:4])=[O:3], predict the reactants needed to synthesize it. (7) The reactants are: [Br:1][C:2]1[C:28]([O:29]C)=[CH:27][C:5]2[CH2:6][CH2:7][C:8]3[C:12]([C:4]=2[CH:3]=1)=[N:11][N:10]([CH2:13][CH2:14][CH2:15][NH:16]C(OC(C)(C)C)=O)[C:9]=3[C:24]([OH:26])=[O:25].B(Br)(Br)Br. Given the product [BrH:1].[NH2:16][CH2:15][CH2:14][CH2:13][N:10]1[C:9]([C:24]([OH:26])=[O:25])=[C:8]2[C:12]([C:4]3[CH:3]=[C:2]([Br:1])[C:28]([OH:29])=[CH:27][C:5]=3[CH2:6][CH2:7]2)=[N:11]1, predict the reactants needed to synthesize it. (8) Given the product [ClH:26].[ClH:26].[CH3:1][CH:2]1[CH2:7][CH2:6][CH2:5][CH2:4][N:3]1[CH2:8][C:9]1[N:10]=[C:11]([C:14]2[CH:19]=[CH:18][C:17]([C:20]3[CH:21]=[N:22][CH:23]=[CH:24][CH:25]=3)=[CH:16][CH:15]=2)[O:12][CH:13]=1, predict the reactants needed to synthesize it. The reactants are: [CH3:1][CH:2]1[CH2:7][CH2:6][CH2:5][CH2:4][N:3]1[CH2:8][C:9]1[N:10]=[C:11]([C:14]2[CH:19]=[CH:18][C:17]([C:20]3[CH:21]=[N:22][CH:23]=[CH:24][CH:25]=3)=[CH:16][CH:15]=2)[O:12][CH:13]=1.[ClH:26]. (9) Given the product [F:19][C:16]1[CH:17]=[CH:18][C:13]([C:10]2[S:9][C:8]([CH2:7][C:6]3[CH:20]=[C:2]([C:31]4([O:52][CH3:22])[C@H:30]([OH:29])[C@@H:35]([OH:36])[C@H:34]([OH:41])[C@@H:33]([CH2:46][OH:47])[O:32]4)[CH:3]=[CH:4][C:5]=3[CH3:21])=[CH:12][CH:11]=2)=[CH:14][CH:15]=1, predict the reactants needed to synthesize it. The reactants are: Br[C:2]1[CH:3]=[CH:4][C:5]([CH3:21])=[C:6]([CH:20]=1)[CH2:7][C:8]1[S:9][C:10]([C:13]2[CH:18]=[CH:17][C:16]([F:19])=[CH:15][CH:14]=2)=[CH:11][CH:12]=1.[CH2:22]([Li])CCC.C[Si](C)(C)[O:29][CH:30]1[CH:35]([O:36][Si](C)(C)C)[CH:34]([O:41][Si](C)(C)C)[CH:33]([CH2:46][O:47][Si](C)(C)C)[O:32][C:31]1=[O:52].CS(O)(=O)=O.C(=O)(O)[O-].[Na+].